This data is from Catalyst prediction with 721,799 reactions and 888 catalyst types from USPTO. The task is: Predict which catalyst facilitates the given reaction. (1) Reactant: Cl[CH:2]([C:19]1[CH:24]=[CH:23][CH:22]=[CH:21][CH:20]=1)[C:3]([C:5]1[C:13]2[C:8](=[CH:9][CH:10]=[C:11]([F:14])[CH:12]=2)[N:7]([CH2:15][CH2:16][CH2:17][OH:18])[CH:6]=1)=[O:4].[CH3:25][O:26][C:27]1[CH:28]=[C:29]([CH:31]=[C:32]([O:34][CH3:35])[CH:33]=1)[NH2:30]. Product: [CH3:35][O:34][C:32]1[CH:31]=[C:29]([NH:30][CH:2]([C:19]2[CH:24]=[CH:23][CH:22]=[CH:21][CH:20]=2)[C:3]([C:5]2[C:13]3[C:8](=[CH:9][CH:10]=[C:11]([F:14])[CH:12]=3)[N:7]([CH2:15][CH2:16][CH2:17][OH:18])[CH:6]=2)=[O:4])[CH:28]=[C:27]([O:26][CH3:25])[CH:33]=1. The catalyst class is: 10. (2) Reactant: [NH2:1][C:2]1[CH:34]=[CH:33][C:5]([C:6]([NH:8][C:9]2([CH3:32])[CH2:14][CH2:13][CH2:12][CH:11]([NH:15][C:16]3[N:21]=[C:20]([C:22]4[C:30]5[C:25](=[CH:26][CH:27]=[CH:28][CH:29]=5)[NH:24][CH:23]=4)[C:19]([Cl:31])=[CH:18][N:17]=3)[CH2:10]2)=[O:7])=[CH:4][CH:3]=1.C[CH2:36][N:37]([CH:41]([CH3:43])C)[CH:38](C)C.BrC/C=[CH:47]/[C:48](Cl)=[O:49].C(Cl)Cl.CNC. Product: [Cl:31][C:19]1[C:20]([C:22]2[C:30]3[C:25](=[CH:26][CH:27]=[CH:28][CH:29]=3)[NH:24][CH:23]=2)=[N:21][C:16]([NH:15][CH:11]2[CH2:12][CH2:13][CH2:14][C:9]([NH:8][C:6](=[O:7])[C:5]3[CH:33]=[CH:34][C:2]([NH:1][C:48](=[O:49])/[CH:47]=[CH:43]/[CH2:41][N:37]([CH3:36])[CH3:38])=[CH:3][CH:4]=3)([CH3:32])[CH2:10]2)=[N:17][CH:18]=1. The catalyst class is: 1. (3) Reactant: [NH2:1][C:2]1[CH:7]=[CH:6][CH:5]=[CH:4][C:3]=1[NH-:8].[N+:9]([C:12]1[CH:24]=[C:23]2[C:15]([C:16]3[C:17]([C:26](O)=O)=[CH:18][CH:19]=[CH:20][C:21]=3[C:22]2=[O:25])=[CH:14][CH:13]=1)([O-:11])=[O:10]. Product: [NH:1]1[C:2]2[CH:7]=[CH:6][CH:5]=[CH:4][C:3]=2[N:8]=[C:26]1[C:17]1[CH:18]=[CH:19][CH:20]=[C:21]2[C:16]=1[C:15]1[CH:14]=[CH:13][C:12]([N+:9]([O-:11])=[O:10])=[CH:24][C:23]=1[C:22]2=[O:25]. The catalyst class is: 15. (4) Reactant: [C:1]([O:5][C:6](=[O:16])[NH:7][CH:8]1[CH2:11][C:10]2([CH2:14][CH:13]([OH:15])[CH2:12]2)[CH2:9]1)([CH3:4])([CH3:3])[CH3:2].CC(OI1(OC(C)=O)(OC(C)=O)OC(=O)C2C=CC=CC1=2)=O.C(=O)(O)[O-].[Na+]. Product: [C:1]([O:5][C:6](=[O:16])[NH:7][CH:8]1[CH2:11][C:10]2([CH2:14][C:13](=[O:15])[CH2:12]2)[CH2:9]1)([CH3:4])([CH3:2])[CH3:3]. The catalyst class is: 2. (5) Reactant: Br[C:2]1[CH:7]=[CH:6][CH:5]=[C:4]([Br:8])[CH:3]=1.[CH2:9]([Li])[CH2:10][CH2:11][CH3:12].[F:14][C:15]1[CH:16]=[CH:17][C:18]2[CH:22]=[C:21]([C:23](=[O:28])N(OC)C)[S:20][C:19]=2[CH:29]=1.[Cl-].[NH4+]. Product: [Br:8][C:4]1[CH:3]=[C:2]([C:11]2[C:10]3[CH:9]=[CH:16][C:15]([F:14])=[CH:29][C:19]=3[S:20][C:12]=2[C:23]([C:21]2[S:20][C:19]3[CH:29]=[C:15]([F:14])[CH:16]=[CH:17][C:18]=3[C:22]=2[C:2]2[CH:7]=[CH:6][CH:5]=[C:4]([Br:8])[CH:3]=2)=[O:28])[CH:7]=[CH:6][CH:5]=1. The catalyst class is: 7. (6) Reactant: [NH2:1][C:2]1[N:7]=[CH:6][C:5]([CH:8]([C:10]2[C:18]3[C:13](=[N:14][CH:15]=[C:16]([Cl:19])[CH:17]=3)[N:12]([S:20]([C:23]3[CH:28]=[CH:27][CH:26]=[CH:25][CH:24]=3)(=[O:22])=[O:21])[CH:11]=2)O)=[CH:4][CH:3]=1.C([SiH](CC)CC)C.FC(F)(F)C(O)=O. Product: [C:23]1([S:20]([N:12]2[C:13]3=[N:14][CH:15]=[C:16]([Cl:19])[CH:17]=[C:18]3[C:10]([CH2:8][C:5]3[CH:4]=[CH:3][C:2]([NH2:1])=[N:7][CH:6]=3)=[CH:11]2)(=[O:22])=[O:21])[CH:28]=[CH:27][CH:26]=[CH:25][CH:24]=1. The catalyst class is: 4. (7) Reactant: Cl[C:2](Cl)([O:4][C:5](=[O:11])OC(Cl)(Cl)Cl)Cl.[NH2:13][C:14]1[CH:19]=[CH:18][C:17]([C:20]2[CH:25]=[CH:24][C:23]([C:26]([F:29])([F:28])[F:27])=[CH:22][CH:21]=2)=[CH:16][C:15]=1CO.C(=O)([O-])O.[Na+]. Product: [F:27][C:26]([F:28])([F:29])[C:23]1[CH:24]=[CH:25][C:20]([C:17]2[CH:16]=[CH:15][C:14]3[NH:13][C:5](=[O:11])[O:4][CH2:2][C:19]=3[CH:18]=2)=[CH:21][CH:22]=1. The catalyst class is: 334.